From a dataset of hERG Central: cardiac toxicity at 1µM, 10µM, and general inhibition. Predict hERG channel inhibition at various concentrations. The drug is CCCCCCCCCCCCCCCC[n+]1cccc(C(=O)N(CC)CC)c1.[Br-]. Results: hERG_inhib (hERG inhibition (general)): blocker.